Dataset: Reaction yield outcomes from USPTO patents with 853,638 reactions. Task: Predict the reaction yield, written as a fraction of the theoretical maximum amount of product (1.0 means a 100% yield; for example, 0.34 means a 34% yield). The reactants are Br[C:2]1[CH:7]=[C:6]([CH3:8])[C:5]([CH:9]([C:14]([O:16][CH3:17])=[O:15])[C:10]([O:12][CH3:13])=[O:11])=[C:4]([CH3:18])[CH:3]=1.[CH2:19]([Sn](CCCC)(CCCC)C#CC)[CH2:20][CH2:21]C. The catalyst is C1(C)C=CC=CC=1.C1C=CC(P(C2C=CC=CC=2)[C-]2C=CC=C2)=CC=1.C1C=CC(P(C2C=CC=CC=2)[C-]2C=CC=C2)=CC=1.Cl[Pd]Cl.[Fe+2]. The product is [CH3:8][C:6]1[CH:7]=[C:2]([C:19]#[C:20][CH3:21])[CH:3]=[C:4]([CH3:18])[C:5]=1[CH:9]([C:14]([O:16][CH3:17])=[O:15])[C:10]([O:12][CH3:13])=[O:11]. The yield is 0.370.